From a dataset of Forward reaction prediction with 1.9M reactions from USPTO patents (1976-2016). Predict the product of the given reaction. Given the reactants [OH-].[Li+].C([O:5][C:6](=[O:35])[CH:7]=[C:8]1[CH2:34][CH2:33][C:11]2([O:15][C:14]([C:16]3[CH:17]=[CH:18][C:19]4[N:20]([N:22]=[CH:23][N:24]=4)[CH:21]=3)=[C:13]([C:25]3[CH:26]=[C:27]([CH3:31])[CH:28]=[CH:29][CH:30]=3)[C:12]2=[O:32])[CH2:10][CH2:9]1)C.O1CCCC1, predict the reaction product. The product is: [N:24]1[CH:23]=[N:22][N:20]2[CH:21]=[C:16]([C:14]3[O:15][C:11]4([CH2:33][CH2:34][CH:8]([CH2:7][C:6]([OH:35])=[O:5])[CH2:9][CH2:10]4)[C:12](=[O:32])[C:13]=3[C:25]3[CH:26]=[C:27]([CH3:31])[CH:28]=[CH:29][CH:30]=3)[CH:17]=[CH:18][C:19]=12.